This data is from NCI-60 drug combinations with 297,098 pairs across 59 cell lines. The task is: Regression. Given two drug SMILES strings and cell line genomic features, predict the synergy score measuring deviation from expected non-interaction effect. (1) Synergy scores: CSS=47.8, Synergy_ZIP=-2.00, Synergy_Bliss=-2.03, Synergy_Loewe=-10.2, Synergy_HSA=3.94. Drug 1: CCC1=CC2CC(C3=C(CN(C2)C1)C4=CC=CC=C4N3)(C5=C(C=C6C(=C5)C78CCN9C7C(C=CC9)(C(C(C8N6C)(C(=O)OC)O)OC(=O)C)CC)OC)C(=O)OC.C(C(C(=O)O)O)(C(=O)O)O. Cell line: IGROV1. Drug 2: C1=C(C(=O)NC(=O)N1)N(CCCl)CCCl. (2) Drug 1: C1=C(C(=O)NC(=O)N1)N(CCCl)CCCl. Drug 2: CS(=O)(=O)CCNCC1=CC=C(O1)C2=CC3=C(C=C2)N=CN=C3NC4=CC(=C(C=C4)OCC5=CC(=CC=C5)F)Cl. Cell line: OVCAR-4. Synergy scores: CSS=9.39, Synergy_ZIP=-1.99, Synergy_Bliss=1.69, Synergy_Loewe=2.00, Synergy_HSA=2.09. (3) Drug 1: CC12CCC3C(C1CCC2=O)CC(=C)C4=CC(=O)C=CC34C. Drug 2: CCC1(C2=C(COC1=O)C(=O)N3CC4=CC5=C(C=CC(=C5CN(C)C)O)N=C4C3=C2)O.Cl. Cell line: HCC-2998. Synergy scores: CSS=55.6, Synergy_ZIP=-1.27, Synergy_Bliss=1.43, Synergy_Loewe=-5.19, Synergy_HSA=1.28. (4) Drug 1: C1=CC(=C2C(=C1NCCNCCO)C(=O)C3=C(C=CC(=C3C2=O)O)O)NCCNCCO. Drug 2: C1=C(C(=O)NC(=O)N1)N(CCCl)CCCl. Cell line: OVCAR-8. Synergy scores: CSS=48.4, Synergy_ZIP=1.78, Synergy_Bliss=2.21, Synergy_Loewe=-3.07, Synergy_HSA=7.07.